This data is from Full USPTO retrosynthesis dataset with 1.9M reactions from patents (1976-2016). The task is: Predict the reactants needed to synthesize the given product. Given the product [Cl:11][C:12]1[C:13]([O:34][C:35](=[O:39])[N:36]([CH3:37])[CH3:38])=[CH:14][C:15]2[O:20][C:19](=[O:21])[C:18]([CH2:22][C:23]3[CH:28]=[CH:27][CH:26]=[C:25]([N+:29]([O-:31])=[O:30])[CH:24]=3)=[C:17]([CH2:32][CH2:40][OH:41])[C:16]=2[CH:33]=1, predict the reactants needed to synthesize it. The reactants are: [Li+].C[Si]([N-][Si](C)(C)C)(C)C.[Cl:11][C:12]1[C:13]([O:34][C:35](=[O:39])[N:36]([CH3:38])[CH3:37])=[CH:14][C:15]2[O:20][C:19](=[O:21])[C:18]([CH2:22][C:23]3[CH:28]=[CH:27][CH:26]=[C:25]([N+:29]([O-:31])=[O:30])[CH:24]=3)=[C:17]([CH3:32])[C:16]=2[CH:33]=1.[CH2:40]=[O:41].O.